This data is from NCI-60 drug combinations with 297,098 pairs across 59 cell lines. The task is: Regression. Given two drug SMILES strings and cell line genomic features, predict the synergy score measuring deviation from expected non-interaction effect. (1) Drug 1: CC(C1=C(C=CC(=C1Cl)F)Cl)OC2=C(N=CC(=C2)C3=CN(N=C3)C4CCNCC4)N. Drug 2: CC1=C(N=C(N=C1N)C(CC(=O)N)NCC(C(=O)N)N)C(=O)NC(C(C2=CN=CN2)OC3C(C(C(C(O3)CO)O)O)OC4C(C(C(C(O4)CO)O)OC(=O)N)O)C(=O)NC(C)C(C(C)C(=O)NC(C(C)O)C(=O)NCCC5=NC(=CS5)C6=NC(=CS6)C(=O)NCCC[S+](C)C)O. Cell line: OVCAR3. Synergy scores: CSS=1.99, Synergy_ZIP=-1.91, Synergy_Bliss=-5.90, Synergy_Loewe=-19.5, Synergy_HSA=-8.24. (2) Drug 1: C1=CN(C(=O)N=C1N)C2C(C(C(O2)CO)O)O.Cl. Drug 2: C1=NC(=NC(=O)N1C2C(C(C(O2)CO)O)O)N. Cell line: NCI-H226. Synergy scores: CSS=18.8, Synergy_ZIP=-6.91, Synergy_Bliss=-3.23, Synergy_Loewe=-6.15, Synergy_HSA=-3.17.